This data is from Reaction yield outcomes from USPTO patents with 853,638 reactions. The task is: Predict the reaction yield, written as a fraction of the theoretical maximum amount of product (1.0 means a 100% yield; for example, 0.34 means a 34% yield). The reactants are O[C:2]1([C:8]2[S:9][CH:10]=[CH:11][CH:12]=2)[CH2:7][CH2:6][NH:5][CH2:4][CH2:3]1.C([SiH](CC)CC)C. The catalyst is FC(F)(F)C(O)=O. The product is [S:9]1[CH:10]=[CH:11][CH:12]=[C:8]1[CH:2]1[CH2:7][CH2:6][NH:5][CH2:4][CH2:3]1. The yield is 0.132.